From a dataset of Forward reaction prediction with 1.9M reactions from USPTO patents (1976-2016). Predict the product of the given reaction. (1) Given the reactants [OH:1][C:2]1[CH:7]=[C:6]([OH:8])[CH:5]=[C:4]([CH2:9][OH:10])[N:3]=1.[CH2:11](Br)[C:12]1[CH:17]=[CH:16][CH:15]=[CH:14][CH:13]=1.C(=O)([O-])[O-].[K+].[K+], predict the reaction product. The product is: [CH2:11]([O:8][C:6]1[CH:7]=[C:2]([O:1][CH2:11][C:12]2[CH:17]=[CH:16][CH:15]=[CH:14][CH:13]=2)[N:3]=[C:4]([CH2:9][OH:10])[CH:5]=1)[C:12]1[CH:17]=[CH:16][CH:15]=[CH:14][CH:13]=1. (2) Given the reactants [C:1]([O:5][C:6]([NH:8][C:9]1[CH:14]=[CH:13][C:12]([S:15][C:16]2[CH:24]=[CH:23][C:19]([C:20]([OH:22])=O)=[CH:18][C:17]=2[NH:25][C:26]2[C:27]3[CH:35]=[CH:34][C:33]([CH:36]([CH3:38])[CH3:37])=[N:32][C:28]=3[N:29]=[CH:30][N:31]=2)=[CH:11][CH:10]=1)=[O:7])([CH3:4])([CH3:3])[CH3:2].[NH2:39][C@H:40]([C:44]1[CH:49]=[CH:48][CH:47]=[CH:46][CH:45]=1)[CH2:41][CH2:42][OH:43], predict the reaction product. The product is: [C:1]([O:5][C:6](=[O:7])[NH:8][C:9]1[CH:10]=[CH:11][C:12]([S:15][C:16]2[CH:24]=[CH:23][C:19]([C:20](=[O:22])[NH:39][C@H:40]([C:44]3[CH:49]=[CH:48][CH:47]=[CH:46][CH:45]=3)[CH2:41][CH2:42][OH:43])=[CH:18][C:17]=2[NH:25][C:26]2[C:27]3[CH:35]=[CH:34][C:33]([CH:36]([CH3:37])[CH3:38])=[N:32][C:28]=3[N:29]=[CH:30][N:31]=2)=[CH:13][CH:14]=1)([CH3:2])([CH3:4])[CH3:3].